Task: Predict the reactants needed to synthesize the given product.. Dataset: Full USPTO retrosynthesis dataset with 1.9M reactions from patents (1976-2016) Given the product [Cl:1][C:2]1[CH:7]=[CH:6][C:5]([CH2:8][C:9]([C:10]2[CH:11]=[C:12]([C:28]([NH:30][CH3:31])=[O:29])[C:13](=[O:27])[N:14]([C:17]3[CH:22]=[CH:21][CH:20]=[C:19]([C:23]([F:26])([F:25])[F:24])[CH:18]=3)[C:15]=2[CH3:16])=[O:33])=[CH:4][CH:3]=1, predict the reactants needed to synthesize it. The reactants are: [Cl:1][C:2]1[CH:7]=[CH:6][C:5]([C:8]#[C:9][C:10]2[CH:11]=[C:12]([C:28]([NH:30][CH3:31])=[O:29])[C:13](=[O:27])[N:14]([C:17]3[CH:22]=[CH:21][CH:20]=[C:19]([C:23]([F:26])([F:25])[F:24])[CH:18]=3)[C:15]=2[CH3:16])=[CH:4][CH:3]=1.C(O)=[O:33].